From a dataset of Full USPTO retrosynthesis dataset with 1.9M reactions from patents (1976-2016). Predict the reactants needed to synthesize the given product. (1) Given the product [CH2:29]([N:25]1[C:26]2[C:21](=[C:20]([OH:43])[C:19]([C:17]([NH:16][CH2:15][C:14]([CH3:45])([CH3:44])[C:13]([OH:46])=[O:12])=[O:18])=[N:28][CH:27]=2)[CH:22]=[C:23]([C:37]2[CH:38]=[CH:39][CH:40]=[CH:41][CH:42]=2)[C:24]1=[O:36])[C:30]1[CH:35]=[CH:34][CH:33]=[CH:32][CH:31]=1, predict the reactants needed to synthesize it. The reactants are: FC(F)(F)C(O)=O.C([O:12][C:13](=[O:46])[C:14]([CH3:45])([CH3:44])[CH2:15][NH:16][C:17]([C:19]1[C:20]([OH:43])=[C:21]2[C:26](=[CH:27][N:28]=1)[N:25]([CH2:29][C:30]1[CH:35]=[CH:34][CH:33]=[CH:32][CH:31]=1)[C:24](=[O:36])[C:23]([C:37]1[CH:42]=[CH:41][CH:40]=[CH:39][CH:38]=1)=[CH:22]2)=[O:18])(C)(C)C. (2) Given the product [F:49][C:50]([F:69])([F:68])[S:51]([O:23][C:14]1[C:15]([CH3:21])([CH3:22])[C@H:16]2[C@:11]([CH3:24])([CH2:12][CH:13]=1)[C@@H:10]1[C@:19]([CH3:20])([C@@:2]3([CH3:1])[C@H:7]([CH2:8][CH2:9]1)[C@H:6]1[C@H:25]([C:28]([CH3:30])=[CH2:29])[CH2:26][CH2:27][C@:5]1([NH2:31])[CH2:4][CH2:3]3)[CH2:18][CH2:17]2)(=[O:53])=[O:52], predict the reactants needed to synthesize it. The reactants are: [CH3:1][C@:2]12[C@@:19]3([CH3:20])[C@@H:10]([C@:11]4([CH3:24])[C@@H:16]([CH2:17][CH2:18]3)[C:15]([CH3:22])([CH3:21])[C:14](=[O:23])[CH2:13][CH2:12]4)[CH2:9][CH2:8][C@@H:7]1[C@H:6]1[C@H:25]([C:28]([CH3:30])=[CH2:29])[CH2:26][CH2:27][C@:5]1([NH:31]C(=O)OC(C)(C)C)[CH2:4][CH2:3]2.C[Si]([N-][Si](C)(C)C)(C)C.[K+].[F:49][C:50]([F:69])([F:68])[S:51](N(C1C=CC=CC=1)[S:51]([C:50]([F:69])([F:68])[F:49])(=[O:53])=[O:52])(=[O:53])=[O:52]. (3) Given the product [CH:23]1([NH:29][C:30]2[CH:39]=[C:38]3[C:33]([C:34](=[O:49])[N:35]([CH2:46]/[CH:47]=[C:14](\[CH3:20])/[C:15]([O:17][CH2:18][CH3:19])=[O:16])[C:36](=[O:45])[N:37]3[CH:40]3[CH2:44][CH2:43][CH2:42][CH2:41]3)=[CH:32][C:31]=2[F:50])[CH2:24][CH2:25][CH2:26][CH2:27][CH2:28]1, predict the reactants needed to synthesize it. The reactants are: CN(C=O)C.C(OP([CH:14]([CH3:20])[C:15]([O:17][CH2:18][CH3:19])=[O:16])(OCC)=O)C.[H-].[Na+].[CH:23]1([NH:29][C:30]2[CH:39]=[C:38]3[C:33]([C:34](=[O:49])[N:35]([CH2:46][CH:47]=O)[C:36](=[O:45])[N:37]3[CH:40]3[CH2:44][CH2:43][CH2:42][CH2:41]3)=[CH:32][C:31]=2[F:50])[CH2:28][CH2:27][CH2:26][CH2:25][CH2:24]1. (4) Given the product [F:13][C:12]([F:15])([F:14])[C:9]1[CH:10]=[CH:11][C:5]2[O:4][CH:3]([CH2:2][N:22]3[CH2:27][CH2:26][NH:25][CH2:24][CH2:23]3)[CH2:7][C:6]=2[CH:8]=1, predict the reactants needed to synthesize it. The reactants are: I[CH2:2][CH:3]1[CH2:7][C:6]2[CH:8]=[C:9]([C:12]([F:15])([F:14])[F:13])[CH:10]=[CH:11][C:5]=2[O:4]1.C(=O)([O-])[O-].[K+].[K+].[NH:22]1[CH2:27][CH2:26][NH:25][CH2:24][CH2:23]1.